Binary Classification. Given a drug SMILES string, predict its activity (active/inactive) in a high-throughput screening assay against a specified biological target. From a dataset of HIV replication inhibition screening data with 41,000+ compounds from the AIDS Antiviral Screen. (1) The drug is CSC1NNC2(C(=O)N1)c1ccccc1-c1ccccc12. The result is 0 (inactive). (2) The compound is N=c1nn[nH]n1NC(=O)NCCCl. The result is 0 (inactive). (3) The drug is CC(=NNC(=S)N1CCCCCC1)C(C)=NNC(=S)N1CCCCCC1. The result is 0 (inactive). (4) The molecule is COc1ccc(NC(=O)C(=NNC(N)=S)C2C(=O)NC(=S)NC2=O)c(OC)c1. The result is 0 (inactive). (5) The compound is CN(CCN1C(=O)c2cccc3cc(N)cc(c23)C1=O)CCN1C(=O)c2cccc3cc(N)cc(c23)C1=O.Cl. The result is 0 (inactive). (6) The molecule is O=C(CCc1ccc(O)c(O)c1)NCCc1ccc(O)c(O)c1. The result is 0 (inactive). (7) The drug is CCOC(=O)C=C1CCC2(CC1)OCCO2. The result is 0 (inactive). (8) The drug is CS(=O)(=O)N1CC(CI)c2ccc(O)cc21. The result is 0 (inactive). (9) The molecule is CSC(C)=NOC(=O)NCCCCNc1ccc(N=[N+]=[N-])cc1. The result is 0 (inactive). (10) The drug is COc1cc(C=Cc2ccc(SC)cc2)cc(OC)c1OC. The result is 0 (inactive).